Dataset: Reaction yield outcomes from USPTO patents with 853,638 reactions. Task: Predict the reaction yield, written as a fraction of the theoretical maximum amount of product (1.0 means a 100% yield; for example, 0.34 means a 34% yield). (1) The reactants are [C:1]1([S:7]([N:10]2[C:14]3=[N:15][CH:16]=[C:17]([N+:20]([O-:22])=[O:21])[C:18](Cl)=[C:13]3[CH:12]=[CH:11]2)(=[O:9])=[O:8])[CH:6]=[CH:5][CH:4]=[CH:3][CH:2]=1.[CH2:23]([N:25]1[CH2:30][CH2:29][C@@H:28]([NH2:31])[C@@H:27]([F:32])[CH2:26]1)[CH3:24].C(N(C(C)C)CC)(C)C. The catalyst is CC(O)C. The product is [C:1]1([S:7]([N:10]2[C:14]3=[N:15][CH:16]=[C:17]([N+:20]([O-:22])=[O:21])[C:18]([NH:31][C@@H:28]4[CH2:29][CH2:30][N:25]([CH2:23][CH3:24])[CH2:26][C@@H:27]4[F:32])=[C:13]3[CH:12]=[CH:11]2)(=[O:9])=[O:8])[CH:6]=[CH:5][CH:4]=[CH:3][CH:2]=1. The yield is 0.900. (2) The reactants are [C:1]([O:5][C:6]([N:8]1[CH2:12][CH2:11][C@H:10]([O:13][C:14]2[CH:15]=[CH:16][C:17]3[O:22][CH2:21][CH2:20][NH:19][C:18]=3[C:23]=2[CH3:24])[CH2:9]1)=[O:7])([CH3:4])([CH3:3])[CH3:2].Br[C:26]1[CH:27]=[C:28]([CH3:34])[C:29]([O:32][CH3:33])=[N:30][CH:31]=1.CC([O-])(C)C.[Na+]. The catalyst is O1CCOCC1.CCOC(C)=O.CC(OC1C=CC=C(OC(C)C)C=1C1C(P(C2CCCCC2)C2CCCCC2)=CC=CC=1)C. The product is [C:1]([O:5][C:6]([N:8]1[CH2:12][CH2:11][C@H:10]([O:13][C:14]2[CH:15]=[CH:16][C:17]3[O:22][CH2:21][CH2:20][N:19]([C:26]4[CH:31]=[N:30][C:29]([O:32][CH3:33])=[C:28]([CH3:34])[CH:27]=4)[C:18]=3[C:23]=2[CH3:24])[CH2:9]1)=[O:7])([CH3:4])([CH3:3])[CH3:2]. The yield is 0.600.